From a dataset of Forward reaction prediction with 1.9M reactions from USPTO patents (1976-2016). Predict the product of the given reaction. (1) Given the reactants C(N(C(C)C)CC)(C)C.[Cl:10][C:11]1[CH:12]=[CH:13][C:14]2[N:19]=[C:18]([C:20]3[C:29]4[C:24](=[CH:25][CH:26]=[CH:27][CH:28]=4)[CH:23]=[CH:22][CH:21]=3)[O:17][C:16](=[O:30])[C:15]=2[CH:31]=1.[O:32]1[CH2:36][CH2:35][O:34][CH:33]1[CH2:37][NH2:38], predict the reaction product. The product is: [Cl:10][C:11]1[CH:12]=[CH:13][C:14]([NH:19][C:18]([C:20]2[C:29]3[C:24](=[CH:25][CH:26]=[CH:27][CH:28]=3)[CH:23]=[CH:22][CH:21]=2)=[O:17])=[C:15]([C:16]([NH:38][CH2:37][CH:33]2[O:34][CH2:35][CH2:36][O:32]2)=[O:30])[CH:31]=1. (2) The product is: [ClH:1].[ClH:35].[Cl:1][C:2]1[CH:7]=[CH:6][CH:5]=[CH:4][C:3]=1[NH:8][C:9]1[CH:17]=[C:16]2[C:12]([C:13]([C:25]3[CH:26]=[C:27]([CH:28]=[CH:29][CH:30]=3)[C:31]([OH:33])=[O:32])=[N:14][NH:15]2)=[CH:11][CH:10]=1. Given the reactants [Cl:1][C:2]1[CH:7]=[CH:6][CH:5]=[CH:4][C:3]=1[NH:8][C:9]1[CH:17]=[C:16]2[C:12]([C:13]([C:25]3[CH:30]=[CH:29][CH:28]=[C:27]([C:31]([O:33]C)=[O:32])[CH:26]=3)=[N:14][N:15]2C(OC(C)(C)C)=O)=[CH:11][CH:10]=1.[ClH:35], predict the reaction product.